Dataset: Forward reaction prediction with 1.9M reactions from USPTO patents (1976-2016). Task: Predict the product of the given reaction. (1) Given the reactants C(OC(=O)[NH:7][CH:8]1[CH2:13][CH2:12][N:11]([CH2:14][CH2:15][N:16]2[C:25]3[C:20](=[CH:21][CH:22]=[CH:23][CH:24]=3)[C:19](=[O:26])[CH:18]=[CH:17]2)[CH2:10][CH2:9]1)(C)(C)C.Cl.O1CCOCC1.NC1CCN(CCN2C3C(=CC=CC=3)C=CC2=O)CC1, predict the reaction product. The product is: [NH2:7][CH:8]1[CH2:13][CH2:12][N:11]([CH2:14][CH2:15][N:16]2[C:25]3[C:20](=[CH:21][CH:22]=[CH:23][CH:24]=3)[C:19](=[O:26])[CH:18]=[CH:17]2)[CH2:10][CH2:9]1. (2) The product is: [CH:14]1([C:17]2[CH:18]=[CH:19][C:20]([C:21]([C:9]3[C:8](=[O:13])[CH2:7][CH:6]([C:4]([O:3][CH2:1][CH3:2])=[O:5])[CH2:11][C:10]=3[OH:12])=[O:22])=[CH:24][CH:25]=2)[CH2:15][CH2:16]1. Given the reactants [CH2:1]([O:3][C:4]([CH:6]1[CH2:11][C:10](=[O:12])[CH:9]=[C:8]([OH:13])[CH2:7]1)=[O:5])[CH3:2].[CH:14]1([C:17]2[CH:25]=[CH:24][C:20]([C:21](Cl)=[O:22])=[CH:19][CH:18]=2)[CH2:16][CH2:15]1.C(N(CC)CC)C.OC1CCCC(=O)C=1C(=O)C1C=CC(OC)=CC=1, predict the reaction product. (3) Given the reactants Cl[C:2]1[C:3]([Cl:9])=[N:4][C:5](Cl)=[N:6][CH:7]=1.CCN(C(C)C)C(C)C.[CH3:19][C@H:20]1[CH2:25][O:24][CH2:23][CH2:22][NH:21]1.C(Cl)[Cl:27], predict the reaction product. The product is: [Cl:27][C:7]1[CH:2]=[C:3]([Cl:9])[N:4]=[C:5]([N:21]2[CH2:22][CH2:23][O:24][CH2:25][C@@H:20]2[CH3:19])[N:6]=1. (4) Given the reactants CS(N1CCN([C@@H](CNC(=O)C2C=CC(OCC3C=CN=CC=3)=CC=2)C(O)=O)CC1)(=O)=[O:3].O[C@@:34]([C:63](=[O:65])[NH2:64])([N:53]1[CH2:58][CH2:57][N:56]([S:59]([CH3:62])(=[O:61])=[O:60])[CH2:55][CH2:54]1)[CH2:35][NH:36][C:37](=[O:52])[C:38]1[CH:43]=[CH:42][C:41]([O:44][CH2:45][C:46]2[CH:51]=[CH:50][N:49]=[CH:48][CH:47]=2)=[CH:40][CH:39]=1, predict the reaction product. The product is: [OH:3][NH:64][C:63]([C@@H:34]([N:53]1[CH2:58][CH2:57][N:56]([S:59]([CH3:62])(=[O:61])=[O:60])[CH2:55][CH2:54]1)[CH2:35][NH:36][C:37](=[O:52])[C:38]1[CH:43]=[CH:42][C:41]([O:44][CH2:45][C:46]2[CH:51]=[CH:50][N:49]=[CH:48][CH:47]=2)=[CH:40][CH:39]=1)=[O:65]. (5) Given the reactants [N:1]([N:3]1[CH2:8][CH2:7][O:6][CH2:5][CH:4]1[C:9]([OH:11])=[O:10])=O.FC(F)(F)C(OC(=O)C(F)(F)F)=O, predict the reaction product. The product is: [N:1]1[O:11][C:9]([O-:10])=[C:4]2[N+:3]=1[CH2:8][CH2:7][O:6][CH2:5]2.